Dataset: Full USPTO retrosynthesis dataset with 1.9M reactions from patents (1976-2016). Task: Predict the reactants needed to synthesize the given product. The reactants are: [Cl:1][C:2]1[CH:15]=[CH:14][C:5]([CH2:6][N:7]2[CH2:12][CH2:11][CH:10]([NH2:13])[CH2:9][CH2:8]2)=[CH:4][C:3]=1[O:16][CH2:17][CH3:18].[CH3:19][S:20]([C:23]1[CH:24]=[C:25]([CH:29]=[CH:30][CH:31]=1)[C:26](O)=[O:27])(=[O:22])=[O:21]. Given the product [Cl:1][C:2]1[CH:15]=[CH:14][C:5]([CH2:6][N:7]2[CH2:12][CH2:11][CH:10]([NH:13][C:26](=[O:27])[C:25]3[CH:29]=[CH:30][CH:31]=[C:23]([S:20]([CH3:19])(=[O:22])=[O:21])[CH:24]=3)[CH2:9][CH2:8]2)=[CH:4][C:3]=1[O:16][CH2:17][CH3:18], predict the reactants needed to synthesize it.